Dataset: Catalyst prediction with 721,799 reactions and 888 catalyst types from USPTO. Task: Predict which catalyst facilitates the given reaction. (1) Reactant: Cl[C:2]1[N:7]=[C:6](C)[C:5]([F:9])=[C:4]([SH:10])[N:3]=1.[F:11][C:12]1[CH:13]=[C:14]2[C:20](B3OC(C)(C)C(C)(C)O3)=[CH:19][N:18]([S:30]([C:33]3[CH:38]=[CH:37][C:36]([CH3:39])=[CH:35][CH:34]=3)(=[O:32])=[O:31])[C:15]2=[N:16][CH:17]=1.[C:40]([O-])([O-])=O.[Na+].[Na+]. Product: [F:11][C:12]1[CH:13]=[C:14]2[C:20]([C:2]3[N:3]=[C:4]([S:10][CH3:40])[C:5]([F:9])=[CH:6][N:7]=3)=[CH:19][N:18]([S:30]([C:33]3[CH:38]=[CH:37][C:36]([CH3:39])=[CH:35][CH:34]=3)(=[O:31])=[O:32])[C:15]2=[N:16][CH:17]=1. The catalyst class is: 108. (2) Product: [N:4]1([CH2:3][CH2:2][NH:1][S:11]([CH3:10])(=[O:13])=[O:12])[CH2:9][CH2:8][O:7][CH2:6][CH2:5]1. The catalyst class is: 4. Reactant: [NH2:1][CH2:2][CH2:3][N:4]1[CH2:9][CH2:8][O:7][CH2:6][CH2:5]1.[CH3:10][S:11](Cl)(=[O:13])=[O:12].C(N(CC)CC)C. (3) Reactant: [C:1]([OH:8])(=[O:7])[CH2:2][CH2:3][C:4]([OH:6])=[O:5].[F:9][C:10]1[C:11]([CH2:32][NH:33][CH3:34])=[CH:12][N:13]([S:22]([C:25]2[CH:30]=[C:29]([CH3:31])[CH:28]=[CH:27][N:26]=2)(=[O:24])=[O:23])[C:14]=1[C:15]1[C:16]([F:21])=[N:17][CH:18]=[CH:19][CH:20]=1. Product: [C:1]([OH:8])(=[O:7])[CH2:2][CH2:3][C:4]([OH:6])=[O:5].[F:9][C:10]1[C:11]([CH2:32][NH:33][CH3:34])=[CH:12][N:13]([S:22]([C:25]2[CH:30]=[C:29]([CH3:31])[CH:28]=[CH:27][N:26]=2)(=[O:24])=[O:23])[C:14]=1[C:15]1[C:16]([F:21])=[N:17][CH:18]=[CH:19][CH:20]=1. The catalyst class is: 162. (4) Reactant: [F:1][S:2]([F:13])([F:12])([F:11])([F:10])[C:3]1[CH:8]=[CH:7][C:6]([OH:9])=[CH:5][CH:4]=1.[Cl:14]Cl. Product: [Cl:14][C:7]1[CH:8]=[C:3]([S:2]([F:10])([F:11])([F:12])([F:13])[F:1])[CH:4]=[CH:5][C:6]=1[OH:9]. The catalyst class is: 15. (5) Reactant: [Br:1][C:2]1[CH:3]=[C:4]2[C:9](=[CH:10][CH:11]=1)[NH:8][CH:7]([C:12](OC)=[O:13])[CH2:6][CH2:5]2.[Li+].[BH4-]. Product: [Br:1][C:2]1[CH:3]=[C:4]2[C:9](=[CH:10][CH:11]=1)[NH:8][CH:7]([CH2:12][OH:13])[CH2:6][CH2:5]2. The catalyst class is: 20. (6) Reactant: [F:1][C:2]1[CH:7]=[C:6]([F:8])[CH:5]=[CH:4][C:3]=1[N:9]1[C:13]([NH2:14])=[CH:12][C:11]([CH3:15])=[N:10]1.CCOCC.[CH3:21][O:22][C:23](=[O:31])[C:24]1[CH:29]=[CH:28][CH:27]=[CH:26][C:25]=1Br.C(=O)([O-])[O-].[Cs+].[Cs+]. Product: [CH3:21][O:22][C:23](=[O:31])[C:24]1[CH:29]=[CH:28][CH:27]=[CH:26][C:25]=1[NH:14][C:13]1[N:9]([C:3]2[CH:4]=[CH:5][C:6]([F:8])=[CH:7][C:2]=2[F:1])[N:10]=[C:11]([CH3:15])[CH:12]=1. The catalyst class is: 164. (7) Reactant: [C:1]([O:5][C:6](=[O:26])[NH:7][C:8]1[C:17]2[C:12](=[CH:13][CH:14]=[CH:15][CH:16]=2)[C:11]([O:18][C:19]2[CH:24]=[CH:23][N:22]=[C:21](Cl)[N:20]=2)=[CH:10][CH:9]=1)([CH3:4])([CH3:3])[CH3:2].[CH:27]1([S:30]([C:33]2[CH:34]=[C:35]([CH:37]=[C:38]([O:40][CH3:41])[CH:39]=2)[NH2:36])(=[O:32])=[O:31])[CH2:29][CH2:28]1. Product: [C:1]([O:5][C:6](=[O:26])[NH:7][C:8]1[C:17]2[C:12](=[CH:13][CH:14]=[CH:15][CH:16]=2)[C:11]([O:18][C:19]2[CH:24]=[CH:23][N:22]=[C:21]([NH:36][C:35]3[CH:37]=[C:38]([O:40][CH3:41])[CH:39]=[C:33]([S:30]([CH:27]4[CH2:28][CH2:29]4)(=[O:32])=[O:31])[CH:34]=3)[N:20]=2)=[CH:10][CH:9]=1)([CH3:4])([CH3:3])[CH3:2]. The catalyst class is: 1. (8) Reactant: [CH3:1][N:2]1[C@@H:6]([CH2:7][C:8]2[C:12]3[CH:13]=[C:14]([CH2:17][CH2:18][S:19]([C:22]4[CH:27]=[CH:26][CH:25]=[CH:24][CH:23]=4)(=[O:21])=[O:20])[CH:15]=[CH:16][C:11]=3[NH:10][CH:9]=2)[CH2:5][CH2:4][CH2:3]1.O.[BrH:29]. Product: [CH3:1][N:2]1[C@@H:6]([CH2:7][C:8]2[C:12]3[CH:13]=[C:14]([CH2:17][CH2:18][S:19]([C:22]4[CH:23]=[CH:24][CH:25]=[CH:26][CH:27]=4)(=[O:20])=[O:21])[CH:15]=[CH:16][C:11]=3[NH:10][CH:9]=2)[CH2:5][CH2:4][CH2:3]1.[BrH:29]. The catalyst class is: 21. (9) Reactant: [F:1][C:2]1[CH:7]=[CH:6][C:5]([NH:8][S:9]([C:12]2[S:13][CH:14]=[CH:15][CH:16]=2)(=[O:11])=[O:10])=[CH:4][C:3]=1[N+:17]([O-:19])=[O:18].[H-].[Na+].[CH3:22]I. Product: [F:1][C:2]1[CH:7]=[CH:6][C:5]([N:8]([CH3:22])[S:9]([C:12]2[S:13][CH:14]=[CH:15][CH:16]=2)(=[O:11])=[O:10])=[CH:4][C:3]=1[N+:17]([O-:19])=[O:18]. The catalyst class is: 3. (10) Reactant: [NH2:1][C@H:2]([C:10]([OH:12])=[O:11])[CH2:3][C:4]1[CH:9]=[CH:8][CH:7]=[CH:6][CH:5]=1.C(=O)([O-])[O-].[K+].[K+].[CH2:19](Br)[C:20]1[CH:25]=[CH:24][CH:23]=[CH:22][CH:21]=1.C(=O)([O-])O.[Na+]. Product: [CH2:19]([N:1]([CH2:3][C:4]1[CH:9]=[CH:8][CH:7]=[CH:6][CH:5]=1)[C@H:2]([C:10]([OH:12])=[O:11])[CH2:3][C:4]1[CH:9]=[CH:8][CH:7]=[CH:6][CH:5]=1)[C:20]1[CH:25]=[CH:24][CH:23]=[CH:22][CH:21]=1. The catalyst class is: 72.